The task is: Predict the reaction yield, written as a fraction of the theoretical maximum amount of product (1.0 means a 100% yield; for example, 0.34 means a 34% yield).. This data is from Reaction yield outcomes from USPTO patents with 853,638 reactions. (1) The reactants are [CH3:1][Si](C=[N+]=[N-])(C)C.[Cl:8][C:9]1[S:13][C:12]([S:14]([NH:17][C@H:18]([C:24]([OH:26])=[O:25])[CH:19]([CH2:22][CH3:23])[CH2:20][CH3:21])(=[O:16])=[O:15])=[CH:11][CH:10]=1. The catalyst is C1COCC1.CO. The product is [CH3:1][O:25][C:24](=[O:26])[C@H:18]([CH:19]([CH2:20][CH3:21])[CH2:22][CH3:23])[NH:17][S:14]([C:12]1[S:13][C:9]([Cl:8])=[CH:10][CH:11]=1)(=[O:15])=[O:16]. The yield is 0.990. (2) The reactants are [CH3:1][O:2][C:3]1[CH:4]=[C:5]2[C:10](=[CH:11][C:12]=1[O:13][CH3:14])[N:9]=[CH:8][N:7]=[C:6]2[CH:15]1[CH2:20][CH2:19][NH:18][CH2:17][CH2:16]1.[N+](C1C=CC([O:30][C:31](=O)[NH:32][C:33]2[CH:38]=[CH:37][C:36]([N:39]3[CH2:44][CH2:43][O:42][CH2:41][CH2:40]3)=[CH:35][CH:34]=2)=CC=1)([O-])=O. The catalyst is C(Cl)Cl.CO.N.C(Cl)Cl. The product is [N:39]1([C:36]2[CH:35]=[CH:34][C:33]([NH:32][C:31]([N:18]3[CH2:19][CH2:20][CH:15]([C:6]4[C:5]5[C:10](=[CH:11][C:12]([O:13][CH3:14])=[C:3]([O:2][CH3:1])[CH:4]=5)[N:9]=[CH:8][N:7]=4)[CH2:16][CH2:17]3)=[O:30])=[CH:38][CH:37]=2)[CH2:40][CH2:41][O:42][CH2:43][CH2:44]1. The yield is 0.860. (3) The reactants are [F:1][C:2]([F:31])([F:30])[C:3]1[CH:4]=[C:5]([CH:27]=[CH:28][CH:29]=1)[CH2:6][NH:7][C:8](=[O:26])[C:9]1[CH:14]=[CH:13][N:12]=[C:11]([C:15]2[CH:20]=[C:19]([O:21][CH:22]([CH3:24])[CH3:23])[CH:18]=[CH:17][C:16]=2[NH2:25])[CH:10]=1.[C:32]([O:36][C:37](=[O:51])[CH2:38][CH2:39][S:40][CH2:41][C:42]1[CH:43]=[C:44]([CH:48]=[CH:49][CH:50]=1)[C:45](O)=[O:46])([CH3:35])([CH3:34])[CH3:33].CCN=C=NCCCN(C)C.Cl. The catalyst is ClCCl.CN(C)C1C=CN=CC=1.C(OCC)(=O)C. The product is [F:31][C:2]([F:30])([F:1])[C:3]1[CH:4]=[C:5]([CH:27]=[CH:28][CH:29]=1)[CH2:6][NH:7][C:8]([C:9]1[CH:14]=[CH:13][N:12]=[C:11]([C:15]2[CH:20]=[C:19]([O:21][CH:22]([CH3:24])[CH3:23])[CH:18]=[CH:17][C:16]=2[NH:25][C:45]([C:44]2[CH:43]=[C:42]([CH:50]=[CH:49][CH:48]=2)[CH2:41][S:40][CH2:39][CH2:38][C:37]([O:36][C:32]([CH3:35])([CH3:33])[CH3:34])=[O:51])=[O:46])[CH:10]=1)=[O:26]. The yield is 0.600.